This data is from Forward reaction prediction with 1.9M reactions from USPTO patents (1976-2016). The task is: Predict the product of the given reaction. Given the reactants Br[C:2]1[C:3]([F:22])=[C:4]2[C:8](=[C:9]([C:11]([NH2:13])=[O:12])[CH:10]=1)[NH:7][CH:6]=[C:5]2[CH:14]1[CH2:19][CH2:18][S:17](=[O:21])(=[O:20])[CH2:16][CH2:15]1.[S:23]1[CH:27]=[CH:26][C:25](B(O)O)=[CH:24]1.C([O-])([O-])=O.[K+].[K+], predict the reaction product. The product is: [O:20]=[S:17]1(=[O:21])[CH2:18][CH2:19][CH:14]([C:5]2[C:4]3[C:8](=[C:9]([C:11]([NH2:13])=[O:12])[CH:10]=[C:2]([C:25]4[CH:26]=[CH:27][S:23][CH:24]=4)[C:3]=3[F:22])[NH:7][CH:6]=2)[CH2:15][CH2:16]1.